This data is from Full USPTO retrosynthesis dataset with 1.9M reactions from patents (1976-2016). The task is: Predict the reactants needed to synthesize the given product. (1) Given the product [Cl:19][C:20]1[CH:25]=[CH:24][C:23]([C:8]2[C:7]([O:18][CH2:17][CH2:16][CH2:15][O:14][CH3:13])=[N:6][CH:5]=[C:4]([CH:9]=2)[C:3]([NH:29][CH2:30][C:31]([CH:34]2[CH2:36][CH2:35]2)([OH:33])[CH3:32])=[O:12])=[CH:22][CH:21]=1, predict the reactants needed to synthesize it. The reactants are: CO[C:3](=[O:12])[C:4]1[CH:9]=[C:8](Br)[C:7](Cl)=[N:6][CH:5]=1.[CH3:13][O:14][CH2:15][CH2:16][CH2:17][OH:18].[Cl:19][C:20]1[CH:25]=[CH:24][C:23](B(O)O)=[CH:22][CH:21]=1.[NH2:29][CH2:30][C:31]([CH:34]1[CH2:36][CH2:35]1)([OH:33])[CH3:32]. (2) Given the product [NH2:39][C:36]1[N:37]=[CH:38][C:33]([C:15]2[N:14]=[C:13]3[C:18]([N:19]=[C:20]([N:21]4[CH2:26][CH2:25][N:24]([C:42]([N:41]([CH3:45])[CH3:40])=[O:46])[CH2:23][CH2:22]4)[N:12]3[CH2:8][CH:9]([CH3:11])[CH3:10])=[C:17]([N:27]3[CH2:32][CH2:31][O:30][CH2:29][CH2:28]3)[N:16]=2)=[CH:34][N:35]=1, predict the reactants needed to synthesize it. The reactants are: C(N(CC)CC)C.[CH2:8]([N:12]1[C:20]([N:21]2[CH2:26][CH2:25][NH:24][CH2:23][CH2:22]2)=[N:19][C:18]2[C:13]1=[N:14][C:15]([C:33]1[CH:34]=[N:35][C:36]([NH2:39])=[N:37][CH:38]=1)=[N:16][C:17]=2[N:27]1[CH2:32][CH2:31][O:30][CH2:29][CH2:28]1)[CH:9]([CH3:11])[CH3:10].[CH3:40][N:41]1[CH2:45]CC[C:42]1=[O:46]. (3) Given the product [N:15]1([C:20]2[CH:26]=[CH:25][C:23]([NH:24][CH:10]3[CH2:11][CH2:12][CH2:13][N:8]([CH2:1][C:2]4[CH:7]=[CH:6][CH:5]=[CH:4][CH:3]=4)[CH2:9]3)=[CH:22][CH:21]=2)[CH:19]=[CH:18][N:17]=[CH:16]1, predict the reactants needed to synthesize it. The reactants are: [CH2:1]([N:8]1[CH2:13][CH2:12][CH2:11][C:10](=O)[CH2:9]1)[C:2]1[CH:7]=[CH:6][CH:5]=[CH:4][CH:3]=1.[N:15]1([C:20]2[CH:26]=[CH:25][C:23]([NH2:24])=[CH:22][CH:21]=2)[CH:19]=[CH:18][N:17]=[CH:16]1.[BH3-]C#N.[Na+].O. (4) The reactants are: [CH3:1]C(=C)C[Mg]Cl.[Cl:7][C:8]1[CH:31]=[CH:30][C:11]([CH2:12][N:13]2[C:17]3([CH2:21][CH2:20][N:19]([CH:22]4[CH2:27][CH2:26][CH2:25][CH2:24][CH2:23]4)[C:18]3=[O:28])[CH2:16][C:15](=[O:29])[CH2:14]2)=[CH:10][CH:9]=1. Given the product [Cl:7][C:8]1[CH:9]=[CH:10][C:11]([CH2:12][N:13]2[C:17]3([CH2:21][CH2:20][N:19]([CH:22]4[CH2:27][CH2:26][CH2:25][CH2:24][CH2:23]4)[C:18]3=[O:28])[CH2:16][C:15]([OH:29])([CH3:1])[CH2:14]2)=[CH:30][CH:31]=1, predict the reactants needed to synthesize it. (5) Given the product [NH2:37][C@@H:38]([CH:42]1[CH2:47][CH2:46][CH2:45][CH2:44][CH2:43]1)[C:39]([N:16]1[C@H:15]([C:13]([NH:12][C@H:6]2[C:5]3[C:10](=[CH:11][C:2]([F:1])=[CH:3][CH:4]=3)[O:9][CH2:8][CH2:7]2)=[O:14])[CH2:20][N:19]2[CH2:21][C@H:22]([O:24][CH2:25][C:26]([F:28])([F:27])[F:29])[CH2:23][C@@H:18]2[CH2:17]1)=[O:40], predict the reactants needed to synthesize it. The reactants are: [F:1][C:2]1[CH:11]=[C:10]2[C:5]([C@H:6]([NH:12][C:13]([C@@H:15]3[CH2:20][N:19]4[CH2:21][C@H:22]([O:24][CH2:25][C:26]([F:29])([F:28])[F:27])[CH2:23][C@@H:18]4[CH2:17][NH:16]3)=[O:14])[CH2:7][CH2:8][O:9]2)=[CH:4][CH:3]=1.C(OC([NH:37][C@@H:38]([CH:42]1[CH2:47][CH2:46][CH2:45][CH2:44][CH2:43]1)[C:39](O)=[O:40])=O)(C)(C)C.CN(C(ON1N=NC2C1=CC=CC=2)=[N+](C)C)C.F[P-](F)(F)(F)(F)F.C(N(CC)C(C)C)(C)C.C(OCC)(=O)C.Cl.C(=O)([O-])O.[Na+]. (6) Given the product [F:11][C:12]1[CH:17]=[C:16]([N+:18]([O-:20])=[O:19])[CH:15]=[CH:14][C:13]=1[O:21][C:2]1[CH:7]=[CH:6][N:5]=[C:4]2[CH:8]=[CH:9][NH:10][C:3]=12, predict the reactants needed to synthesize it. The reactants are: Cl[C:2]1[CH:7]=[CH:6][N:5]=[C:4]2[CH:8]=[CH:9][NH:10][C:3]=12.[F:11][C:12]1[CH:17]=[C:16]([N+:18]([O-:20])=[O:19])[CH:15]=[CH:14][C:13]=1[OH:21].C([O-])([O-])=O.[K+].[K+].